From a dataset of Catalyst prediction with 721,799 reactions and 888 catalyst types from USPTO. Predict which catalyst facilitates the given reaction. Reactant: [O:1]1[C:5]2[CH:6]=[CH:7][C:8]([C:10]3[S:11][CH:12]=[C:13]([C:15]([OH:17])=O)[N:14]=3)=[CH:9][C:4]=2[CH2:3][CH2:2]1.[S:18]1[C:22]([NH2:23])=[N:21][CH:20]=[N:19]1.CN(C(ON1N=NC2C=CC=CC1=2)=[N+](C)C)C.F[P-](F)(F)(F)(F)F.CCN(C(C)C)C(C)C. Product: [O:1]1[C:5]2[CH:6]=[CH:7][C:8]([C:10]3[S:11][CH:12]=[C:13]([C:15]([NH:23][C:22]4[S:18][N:19]=[CH:20][N:21]=4)=[O:17])[N:14]=3)=[CH:9][C:4]=2[CH2:3][CH2:2]1. The catalyst class is: 2.